Dataset: NCI-60 drug combinations with 297,098 pairs across 59 cell lines. Task: Regression. Given two drug SMILES strings and cell line genomic features, predict the synergy score measuring deviation from expected non-interaction effect. (1) Drug 1: CC(C1=C(C=CC(=C1Cl)F)Cl)OC2=C(N=CC(=C2)C3=CN(N=C3)C4CCNCC4)N. Drug 2: CCN(CC)CCCC(C)NC1=C2C=C(C=CC2=NC3=C1C=CC(=C3)Cl)OC. Cell line: CCRF-CEM. Synergy scores: CSS=56.9, Synergy_ZIP=-1.35, Synergy_Bliss=-2.34, Synergy_Loewe=-5.18, Synergy_HSA=-1.19. (2) Drug 1: CC1=C2C(C(=O)C3(C(CC4C(C3C(C(C2(C)C)(CC1OC(=O)C(C(C5=CC=CC=C5)NC(=O)OC(C)(C)C)O)O)OC(=O)C6=CC=CC=C6)(CO4)OC(=O)C)OC)C)OC. Drug 2: C1=NNC2=C1C(=O)NC=N2. Cell line: IGROV1. Synergy scores: CSS=19.1, Synergy_ZIP=-9.82, Synergy_Bliss=-11.8, Synergy_Loewe=-24.4, Synergy_HSA=-10.9. (3) Drug 1: CC1OCC2C(O1)C(C(C(O2)OC3C4COC(=O)C4C(C5=CC6=C(C=C35)OCO6)C7=CC(=C(C(=C7)OC)O)OC)O)O. Drug 2: CC(C)CN1C=NC2=C1C3=CC=CC=C3N=C2N. Cell line: HCT116. Synergy scores: CSS=53.2, Synergy_ZIP=-2.37, Synergy_Bliss=-1.54, Synergy_Loewe=-6.96, Synergy_HSA=-2.00. (4) Cell line: EKVX. Drug 2: CCC1(CC2CC(C3=C(CCN(C2)C1)C4=CC=CC=C4N3)(C5=C(C=C6C(=C5)C78CCN9C7C(C=CC9)(C(C(C8N6C=O)(C(=O)OC)O)OC(=O)C)CC)OC)C(=O)OC)O.OS(=O)(=O)O. Synergy scores: CSS=3.50, Synergy_ZIP=0.543, Synergy_Bliss=-0.799, Synergy_Loewe=-0.512, Synergy_HSA=-3.67. Drug 1: CC1C(C(=O)NC(C(=O)N2CCCC2C(=O)N(CC(=O)N(C(C(=O)O1)C(C)C)C)C)C(C)C)NC(=O)C3=C4C(=C(C=C3)C)OC5=C(C(=O)C(=C(C5=N4)C(=O)NC6C(OC(=O)C(N(C(=O)CN(C(=O)C7CCCN7C(=O)C(NC6=O)C(C)C)C)C)C(C)C)C)N)C. (5) Drug 1: C1CN(P(=O)(OC1)NCCCl)CCCl. Drug 2: CC1C(C(CC(O1)OC2CC(CC3=C2C(=C4C(=C3O)C(=O)C5=C(C4=O)C(=CC=C5)OC)O)(C(=O)CO)O)N)O.Cl. Cell line: OVCAR3. Synergy scores: CSS=33.2, Synergy_ZIP=1.31, Synergy_Bliss=0.338, Synergy_Loewe=-46.6, Synergy_HSA=0.338. (6) Drug 1: C1=CC(=CC=C1CCCC(=O)O)N(CCCl)CCCl. Drug 2: C1=NC2=C(N=C(N=C2N1C3C(C(C(O3)CO)O)O)F)N. Cell line: SF-295. Synergy scores: CSS=13.4, Synergy_ZIP=4.50, Synergy_Bliss=-1.82, Synergy_Loewe=-4.45, Synergy_HSA=-1.86. (7) Drug 1: C1=CC(=CC=C1CCC2=CNC3=C2C(=O)NC(=N3)N)C(=O)NC(CCC(=O)O)C(=O)O. Drug 2: CCN(CC)CCCC(C)NC1=C2C=C(C=CC2=NC3=C1C=CC(=C3)Cl)OC. Cell line: NCIH23. Synergy scores: CSS=25.2, Synergy_ZIP=-4.75, Synergy_Bliss=-0.373, Synergy_Loewe=-3.20, Synergy_HSA=0.946. (8) Drug 1: CCN(CC)CCNC(=O)C1=C(NC(=C1C)C=C2C3=C(C=CC(=C3)F)NC2=O)C. Drug 2: C1CC(C1)(C2=CC=C(C=C2)C3=C(C=C4C(=N3)C=CN5C4=NNC5=O)C6=CC=CC=C6)N. Cell line: NCIH23. Synergy scores: CSS=57.5, Synergy_ZIP=-0.200, Synergy_Bliss=1.01, Synergy_Loewe=3.09, Synergy_HSA=7.09.